Dataset: Forward reaction prediction with 1.9M reactions from USPTO patents (1976-2016). Task: Predict the product of the given reaction. (1) Given the reactants [C:1]([C:5]1[CH:9]=[C:8]([C:10]([O:12]CC)=[O:11])[N:7]([C:15]2[CH:20]=[CH:19][CH:18]=[C:17]([F:21])[CH:16]=2)[N:6]=1)([CH3:4])([CH3:3])[CH3:2].C1COCC1.CCO.O.O[Li].O, predict the reaction product. The product is: [C:1]([C:5]1[CH:9]=[C:8]([C:10]([OH:12])=[O:11])[N:7]([C:15]2[CH:20]=[CH:19][CH:18]=[C:17]([F:21])[CH:16]=2)[N:6]=1)([CH3:4])([CH3:2])[CH3:3]. (2) Given the reactants [Cl:1][C:2]1[C:14]2[C:13]3[C:8](=[CH:9][CH:10]=[CH:11][CH:12]=3)[C:7](=[O:15])[C:6]=2[CH:5]=[C:4]([OH:16])[CH:3]=1.C(=O)([O-])[O-].[K+].[K+].Br[CH2:24][CH2:25][CH2:26][C:27]([O:29][CH2:30][CH3:31])=[O:28].C1(C)C=CC=CC=1, predict the reaction product. The product is: [Cl:1][C:2]1[C:14]2[C:13]3[C:8](=[CH:9][CH:10]=[CH:11][CH:12]=3)[C:7](=[O:15])[C:6]=2[CH:5]=[C:4]([O:16][CH2:24][CH2:25][CH2:26][C:27]([O:29][CH2:30][CH3:31])=[O:28])[CH:3]=1.